Dataset: NCI-60 drug combinations with 297,098 pairs across 59 cell lines. Task: Regression. Given two drug SMILES strings and cell line genomic features, predict the synergy score measuring deviation from expected non-interaction effect. (1) Drug 1: CC1C(C(=O)NC(C(=O)N2CCCC2C(=O)N(CC(=O)N(C(C(=O)O1)C(C)C)C)C)C(C)C)NC(=O)C3=C4C(=C(C=C3)C)OC5=C(C(=O)C(=C(C5=N4)C(=O)NC6C(OC(=O)C(N(C(=O)CN(C(=O)C7CCCN7C(=O)C(NC6=O)C(C)C)C)C)C(C)C)C)N)C. Drug 2: CN(CC1=CN=C2C(=N1)C(=NC(=N2)N)N)C3=CC=C(C=C3)C(=O)NC(CCC(=O)O)C(=O)O. Cell line: M14. Synergy scores: CSS=11.3, Synergy_ZIP=-8.29, Synergy_Bliss=-3.26, Synergy_Loewe=-8.13, Synergy_HSA=-1.73. (2) Drug 1: CN1C2=C(C=C(C=C2)N(CCCl)CCCl)N=C1CCCC(=O)O.Cl. Drug 2: N.N.Cl[Pt+2]Cl. Cell line: HCC-2998. Synergy scores: CSS=20.2, Synergy_ZIP=-2.66, Synergy_Bliss=0.581, Synergy_Loewe=-9.88, Synergy_HSA=-0.328. (3) Drug 1: CC1=C(C(CCC1)(C)C)C=CC(=CC=CC(=CC(=O)O)C)C. Drug 2: CC1CCC2CC(C(=CC=CC=CC(CC(C(=O)C(C(C(=CC(C(=O)CC(OC(=O)C3CCCCN3C(=O)C(=O)C1(O2)O)C(C)CC4CCC(C(C4)OC)OCCO)C)C)O)OC)C)C)C)OC. Cell line: SF-295. Synergy scores: CSS=12.3, Synergy_ZIP=1.74, Synergy_Bliss=3.05, Synergy_Loewe=-2.05, Synergy_HSA=2.29. (4) Drug 1: C1=NNC2=C1C(=O)NC=N2. Drug 2: CN(C(=O)NC(C=O)C(C(C(CO)O)O)O)N=O. Cell line: MOLT-4. Synergy scores: CSS=0.845, Synergy_ZIP=0.556, Synergy_Bliss=-2.59, Synergy_Loewe=-0.635, Synergy_HSA=-3.09.